From a dataset of Forward reaction prediction with 1.9M reactions from USPTO patents (1976-2016). Predict the product of the given reaction. (1) Given the reactants [CH:1](=[CH:8][C:9]([C:11]1[CH:16]=[CH:15][CH:14]=[CH:13][CH:12]=1)=[O:10])[C:2]1[CH:7]=[CH:6][CH:5]=[CH:4][CH:3]=1.[N+:17]([CH3:20])([O-:19])=[O:18].C(NCC)C, predict the reaction product. The product is: [N+:17]([CH2:20][CH:1]([C:2]1[CH:7]=[CH:6][CH:5]=[CH:4][CH:3]=1)[CH2:8][C:9]([C:11]1[CH:16]=[CH:15][CH:14]=[CH:13][CH:12]=1)=[O:10])([O-:19])=[O:18]. (2) Given the reactants [I:1]I.[F:3][C:4]([F:13])([F:12])[C:5]1[CH:10]=[C:9]([OH:11])[CH:8]=[CH:7][N:6]=1.C([O-])([O-])=O.[K+].[K+], predict the reaction product. The product is: [I:1][C:8]1[C:9]([OH:11])=[CH:10][C:5]([C:4]([F:3])([F:12])[F:13])=[N:6][CH:7]=1. (3) Given the reactants [CH:1]1([C:4]2[C:5]([O:13][CH2:14][C:15]([F:18])([F:17])[F:16])=[CH:6][C:7]([C:10]([OH:12])=O)=[N:8][CH:9]=2)[CH2:3][CH2:2]1.Cl.[NH2:20][CH:21]([CH:26]1[CH2:28][CH2:27]1)[CH2:22][C:23]([NH2:25])=[O:24], predict the reaction product. The product is: [NH2:25][C:23](=[O:24])[CH2:22][CH:21]([NH:20][C:10]([C:7]1[CH:6]=[C:5]([O:13][CH2:14][C:15]([F:18])([F:17])[F:16])[C:4]([CH:1]2[CH2:2][CH2:3]2)=[CH:9][N:8]=1)=[O:12])[CH:26]1[CH2:28][CH2:27]1. (4) Given the reactants [N+:1]([C:4]1[CH:9]=[CH:8][C:7](/[C:10](/[C:17]2[CH:22]=[CH:21][CH:20]=[CH:19][CH:18]=2)=[CH:11]\[C:12]([O:14]CC)=[O:13])=[CH:6][CH:5]=1)([O-:3])=[O:2].C([O-])([O-])=O.[K+].[K+], predict the reaction product. The product is: [N+:1]([C:4]1[CH:5]=[CH:6][C:7](/[C:10](/[C:17]2[CH:18]=[CH:19][CH:20]=[CH:21][CH:22]=2)=[CH:11]\[C:12]([OH:14])=[O:13])=[CH:8][CH:9]=1)([O-:3])=[O:2]. (5) Given the reactants [N+:1]([C:4]1[CH:5]=[CH:6][C:7]([NH:10][C:11](=[O:17])[O:12][C:13]([CH3:16])([CH3:15])[CH3:14])=[N:8][CH:9]=1)([O-:3])=[O:2].[H-].[Na+].[CH3:20]I.O, predict the reaction product. The product is: [CH3:20][N:10]([C:7]1[CH:6]=[CH:5][C:4]([N+:1]([O-:3])=[O:2])=[CH:9][N:8]=1)[C:11](=[O:17])[O:12][C:13]([CH3:14])([CH3:16])[CH3:15]. (6) The product is: [F:27][C:24]1[CH:25]=[CH:26][C:21]([C:13]2[N:12]=[C:11]([Br:31])[N:10]([CH2:9][CH2:8][CH2:7][C:1]3[CH:6]=[CH:5][CH:4]=[CH:3][CH:2]=3)[C:14]=2[C:15]2[CH:20]=[CH:19][N:18]=[CH:17][CH:16]=2)=[CH:22][CH:23]=1. Given the reactants [C:1]1([CH2:7][CH2:8][CH2:9][N:10]2[C:14]([C:15]3[CH:20]=[CH:19][N:18]=[CH:17][CH:16]=3)=[C:13]([C:21]3[CH:26]=[CH:25][C:24]([F:27])=[CH:23][CH:22]=3)[NH:12][C:11]2=O)[CH:6]=[CH:5][CH:4]=[CH:3][CH:2]=1.P(Br)(Br)([Br:31])=O.S1(CCCC1)(=O)=O.[OH-].[Na+], predict the reaction product.